This data is from Reaction yield outcomes from USPTO patents with 853,638 reactions. The task is: Predict the reaction yield, written as a fraction of the theoretical maximum amount of product (1.0 means a 100% yield; for example, 0.34 means a 34% yield). The reactants are Cl[C:2]1[N:7]=[C:6]([N:8]2[CH2:13][CH2:12][O:11][CH2:10][CH2:9]2)[N:5]=[C:4]([N:14]2[C:18]3[CH:19]=[CH:20][CH:21]=[C:22]([O:23][CH3:24])[C:17]=3[N:16]=[C:15]2[CH:25]([F:27])[F:26])[N:3]=1.[NH2:28][C@@H:29]1[CH2:34][CH2:33][CH2:32][N:31]([C:35]([O:37][C:38]([CH3:41])([CH3:40])[CH3:39])=[O:36])[CH2:30]1. No catalyst specified. The product is [F:26][CH:25]([F:27])[C:15]1[N:14]([C:4]2[N:5]=[C:6]([N:8]3[CH2:13][CH2:12][O:11][CH2:10][CH2:9]3)[N:7]=[C:2]([NH:28][C@@H:29]3[CH2:34][CH2:33][CH2:32][N:31]([C:35]([O:37][C:38]([CH3:41])([CH3:40])[CH3:39])=[O:36])[CH2:30]3)[N:3]=2)[C:18]2[CH:19]=[CH:20][CH:21]=[C:22]([O:23][CH3:24])[C:17]=2[N:16]=1. The yield is 0.880.